Dataset: hERG channel blocking data for cardiac toxicity assessment. Task: Regression/Classification. Given a drug SMILES string, predict its toxicity properties. Task type varies by dataset: regression for continuous values (e.g., LD50, hERG inhibition percentage) or binary classification for toxic/non-toxic outcomes (e.g., AMES mutagenicity, cardiotoxicity, hepatotoxicity). Dataset: herg. (1) The drug is Cc1nnc(C(=O)NC(C)(C)C2=N/C(=C(\O)NCc3ccc(F)cc3)C(=O)C(=O)N2C)o1. The result is 0 (non-blocker). (2) The compound is COc1ccc(C2CCN(CC[C@H]3CCOc4ccccc43)CC2)cc1OC. The result is 1 (blocker). (3) The compound is C[NH+]1CCc2cc3c(cc2C(=O)Cc2ccc4c(c2C1)OCO4)OCO3. The result is 0 (non-blocker).